This data is from Forward reaction prediction with 1.9M reactions from USPTO patents (1976-2016). The task is: Predict the product of the given reaction. (1) Given the reactants [NH2:1][C:2]1[N:7]([CH3:8])[C:6](=[O:9])[NH:5][C:4](=[O:10])[C:3]=1Br.[Cl:12][C:13]1[CH:20]=[CH:19][C:16]([CH2:17][NH2:18])=[CH:15][CH:14]=1, predict the reaction product. The product is: [NH2:1][C:2]1[N:7]([CH3:8])[C:6](=[O:9])[NH:5][C:4](=[O:10])[C:3]=1[NH:18][CH2:17][C:16]1[CH:19]=[CH:20][C:13]([Cl:12])=[CH:14][CH:15]=1. (2) Given the reactants [C:1]([C:5]1[CH:6]=[C:7]2[C:11](=[CH:12][CH:13]=1)[C@@H:10]([OH:14])[CH2:9][CH2:8]2)([CH3:4])([CH3:3])[CH3:2].[CH3:15][O:16][C:17](=[O:29])[CH2:18][C@H:19]1[C:23]2[CH:24]=[CH:25][C:26](O)=[CH:27][C:22]=2[O:21][CH2:20]1, predict the reaction product. The product is: [CH3:15][O:16][C:17](=[O:29])[CH2:18][C@H:19]1[C:23]2[CH:24]=[CH:25][C:26]([O:14][C@H:10]3[C:11]4[C:7](=[CH:6][C:5]([C:1]([CH3:4])([CH3:2])[CH3:3])=[CH:13][CH:12]=4)[CH2:8][CH2:9]3)=[CH:27][C:22]=2[O:21][CH2:20]1. (3) Given the reactants Br[C:2]1[CH:3]=[C:4]([CH3:24])[C:5]([N:8]2[CH2:13][CH2:12][N:11]([C:14]([C:16]3[CH:17]=[N:18][C:19]([F:23])=[CH:20][C:21]=3[CH3:22])=[O:15])[CH2:10][CH2:9]2)=[N:6][CH:7]=1.[CH:25]1(B(O)O)[CH2:27][CH2:26]1, predict the reaction product. The product is: [CH:25]1([C:2]2[CH:3]=[C:4]([CH3:24])[C:5]([N:8]3[CH2:13][CH2:12][N:11]([C:14]([C:16]4[CH:17]=[N:18][C:19]([F:23])=[CH:20][C:21]=4[CH3:22])=[O:15])[CH2:10][CH2:9]3)=[N:6][CH:7]=2)[CH2:27][CH2:26]1. (4) Given the reactants OC(C(F)(F)F)=O.[NH:8]1[CH2:11][CH:10]([C:12]2[CH:33]=[CH:32][C:15]3[C:16]4[N:17]=[C:18]([C:24]5[N:25]([CH:29]([CH3:31])[CH3:30])[N:26]=[CH:27][N:28]=5)[S:19][C:20]=4[CH2:21][CH2:22][O:23][C:14]=3[CH:13]=2)[CH2:9]1.[C:34](O)(=[O:37])[CH2:35][OH:36], predict the reaction product. The product is: [OH:37][CH2:34][C:35]([N:8]1[CH2:11][CH:10]([C:12]2[CH:33]=[CH:32][C:15]3[C:16]4[N:17]=[C:18]([C:24]5[N:25]([CH:29]([CH3:31])[CH3:30])[N:26]=[CH:27][N:28]=5)[S:19][C:20]=4[CH2:21][CH2:22][O:23][C:14]=3[CH:13]=2)[CH2:9]1)=[O:36].